This data is from NCI-60 drug combinations with 297,098 pairs across 59 cell lines. The task is: Regression. Given two drug SMILES strings and cell line genomic features, predict the synergy score measuring deviation from expected non-interaction effect. (1) Drug 1: C1=CC(=C2C(=C1NCCNCCO)C(=O)C3=C(C=CC(=C3C2=O)O)O)NCCNCCO. Drug 2: CC1=C(C(=CC=C1)Cl)NC(=O)C2=CN=C(S2)NC3=CC(=NC(=N3)C)N4CCN(CC4)CCO. Cell line: HCC-2998. Synergy scores: CSS=29.9, Synergy_ZIP=6.16, Synergy_Bliss=6.50, Synergy_Loewe=-7.43, Synergy_HSA=3.48. (2) Drug 1: CC1=C2C(C(=O)C3(C(CC4C(C3C(C(C2(C)C)(CC1OC(=O)C(C(C5=CC=CC=C5)NC(=O)OC(C)(C)C)O)O)OC(=O)C6=CC=CC=C6)(CO4)OC(=O)C)OC)C)OC. Drug 2: C(CC(=O)O)C(=O)CN.Cl. Cell line: SK-MEL-2. Synergy scores: CSS=39.1, Synergy_ZIP=-4.12, Synergy_Bliss=-4.36, Synergy_Loewe=-12.0, Synergy_HSA=-0.668. (3) Drug 1: CCCCC(=O)OCC(=O)C1(CC(C2=C(C1)C(=C3C(=C2O)C(=O)C4=C(C3=O)C=CC=C4OC)O)OC5CC(C(C(O5)C)O)NC(=O)C(F)(F)F)O. Drug 2: C(CCl)NC(=O)N(CCCl)N=O. Cell line: 786-0. Synergy scores: CSS=30.1, Synergy_ZIP=-16.1, Synergy_Bliss=-16.5, Synergy_Loewe=-29.5, Synergy_HSA=-12.8. (4) Synergy scores: CSS=-0.881, Synergy_ZIP=5.54, Synergy_Bliss=-0.335, Synergy_Loewe=-3.15, Synergy_HSA=-2.01. Drug 1: CCC(=C(C1=CC=CC=C1)C2=CC=C(C=C2)OCCN(C)C)C3=CC=CC=C3.C(C(=O)O)C(CC(=O)O)(C(=O)O)O. Drug 2: C1CNP(=O)(OC1)N(CCCl)CCCl. Cell line: UACC-257. (5) Drug 1: CS(=O)(=O)CCNCC1=CC=C(O1)C2=CC3=C(C=C2)N=CN=C3NC4=CC(=C(C=C4)OCC5=CC(=CC=C5)F)Cl. Drug 2: C1CCC(C(C1)N)N.C(=O)(C(=O)[O-])[O-].[Pt+4]. Cell line: MDA-MB-435. Synergy scores: CSS=20.2, Synergy_ZIP=-4.40, Synergy_Bliss=1.32, Synergy_Loewe=-11.4, Synergy_HSA=-2.26. (6) Drug 1: C1=C(C(=O)NC(=O)N1)N(CCCl)CCCl. Drug 2: C1=C(C(=O)NC(=O)N1)F. Cell line: LOX IMVI. Synergy scores: CSS=54.5, Synergy_ZIP=-2.39, Synergy_Bliss=-2.97, Synergy_Loewe=1.56, Synergy_HSA=3.97.